Dataset: Full USPTO retrosynthesis dataset with 1.9M reactions from patents (1976-2016). Task: Predict the reactants needed to synthesize the given product. (1) Given the product [Br:1][C:2]1[CH:3]=[C:4]2[C:8](=[CH:9][CH:10]=1)[NH:7][C:6](=[O:11])[C:5]2=[CH:12][C:13]1[NH:14][C:15]2[CH2:16][CH2:17][CH2:18][CH2:19][C:20]=2[C:21]=1[CH2:22][CH2:23][C:24]([NH:39][CH2:40][CH2:41][N:42]1[CH2:47][CH2:46][O:45][CH2:44][CH2:43]1)=[O:25], predict the reactants needed to synthesize it. The reactants are: [Br:1][C:2]1[CH:3]=[C:4]2[C:8](=[CH:9][CH:10]=1)[NH:7][C:6](=[O:11])[C:5]2=[CH:12][C:13]1[NH:14][C:15]2[CH2:16][CH2:17][CH2:18][CH2:19][C:20]=2[C:21]=1[CH2:22][CH2:23][C:24](O)=[O:25].C(N1C=CN=C1)(N1C=CN=C1)=O.[NH2:39][CH2:40][CH2:41][N:42]1[CH2:47][CH2:46][O:45][CH2:44][CH2:43]1.O. (2) Given the product [Cl:16][CH2:12][C:8]1[CH:9]=[C:10]2[C:5](=[CH:6][CH:7]=1)[CH:4]=[N:3][C:2]([CH3:1])=[CH:11]2, predict the reactants needed to synthesize it. The reactants are: [CH3:1][C:2]1[N:3]=[CH:4][C:5]2[C:10]([CH:11]=1)=[CH:9][C:8]([CH2:12]O)=[CH:7][CH:6]=2.O=S(Cl)[Cl:16]. (3) Given the product [CH3:16][C:11]1[CH:10]=[C:9]([CH:14]=[CH:13][C:12]=1[CH3:15])[C:8]([C:4]1[C:3](=[O:18])[C:22]2[C:21](=[C:20]([CH3:19])[CH:25]=[CH:24][N:23]=2)[NH:26][CH:5]=1)=[O:17], predict the reactants needed to synthesize it. The reactants are: CO[C:3](=[O:18])[C:4]([C:8](=[O:17])[C:9]1[CH:14]=[CH:13][C:12]([CH3:15])=[C:11]([CH3:16])[CH:10]=1)=[CH:5]OC.[CH3:19][C:20]1[CH:25]=[CH:24][N:23]=[CH:22][C:21]=1[NH2:26]. (4) Given the product [Br:1][C:2]1[CH:3]=[CH:4][C:5]2[O:10][CH2:9][C:8]3([O:15][CH2:14][CH2:13][O:11]3)[CH2:7][C:6]=2[CH:12]=1, predict the reactants needed to synthesize it. The reactants are: [Br:1][C:2]1[CH:3]=[CH:4][C:5]2[O:10][CH2:9][C:8](=[O:11])[CH2:7][C:6]=2[CH:12]=1.[CH2:13](O)[CH2:14][OH:15].C1(C)C=CC(S(O)(=O)=O)=CC=1. (5) Given the product [F:35][C:26]([F:25])([C:29]1[CH:34]=[CH:33][CH:32]=[CH:31][N:30]=1)[CH2:27][NH:28][C:18]1[S:19]/[C:15](=[CH:14]\[C:11]2[CH:12]=[C:13]3[C:8](=[CH:9][CH:10]=2)[N:7]=[CH:6][C:5]([C:23]#[N:24])=[C:4]3[O:3][CH2:1][CH3:2])/[C:16](=[O:22])[N:17]=1, predict the reactants needed to synthesize it. The reactants are: [CH2:1]([O:3][C:4]1[C:13]2[C:8](=[CH:9][CH:10]=[C:11](/[CH:14]=[C:15]3/[C:16](=[O:22])[N:17]=[C:18](SC)[S:19]/3)[CH:12]=2)[N:7]=[CH:6][C:5]=1[C:23]#[N:24])[CH3:2].[F:25][C:26]([F:35])([C:29]1[CH:34]=[CH:33][CH:32]=[CH:31][N:30]=1)[CH2:27][NH2:28].CCN(C(C)C)C(C)C. (6) Given the product [N+:1]([C:4]1[CH:5]=[C:6]([CH:10]=[C:11]([N+:13]([O-:15])=[O:14])[CH:12]=1)[C:7]([O:16][CH2:17][CH2:18][CH2:19][CH2:20][CH2:21][CH2:22][O:23][C:24]1[CH:29]=[CH:28][C:27](/[CH:30]=[CH:31]/[C:32]([O:34][CH3:38])=[O:33])=[CH:26][C:25]=1[O:35][CH3:36])=[O:8])([O-:3])=[O:2], predict the reactants needed to synthesize it. The reactants are: [N+:1]([C:4]1[CH:5]=[C:6]([CH:10]=[C:11]([N+:13]([O-:15])=[O:14])[CH:12]=1)[C:7](Cl)=[O:8])([O-:3])=[O:2].[OH:16][CH2:17][CH2:18][CH2:19][CH2:20][CH2:21][CH2:22][O:23][C:24]1[CH:29]=[CH:28][C:27](/[CH:30]=[CH:31]/[C:32]([O-:34])=[O:33])=[CH:26][C:25]=1[O:35][CH3:36].N1C=CC=C[CH:38]=1.CO. (7) Given the product [CH3:1][O:2][C:3]1[CH:4]=[C:5]2[C:10](=[CH:11][C:12]=1[O:13][CH3:14])[N:9]=[CH:8][N:7]=[C:6]2[NH:15][C:16]1[C:17](=[O:18])[CH:19]2[C:20]([C:24]3[CH:29]=[CH:28][CH:27]=[CH:26][CH:25]=3)([O:30]2)[C:21](=[O:23])[CH:22]=1, predict the reactants needed to synthesize it. The reactants are: [CH3:1][O:2][C:3]1[CH:4]=[C:5]2[C:10](=[CH:11][C:12]=1[O:13][CH3:14])[N:9]=[CH:8][N:7]=[C:6]2[NH:15][C:16]1[C:17]([CH:19]=[C:20]([C:24]2[CH:29]=[CH:28][CH:27]=[CH:26][CH:25]=2)[C:21](=[O:23])[CH:22]=1)=[O:18].[OH:30]O. (8) Given the product [Cl:25][C:22]1[CH:21]=[CH:20][C:19]([CH2:18][N:6]2[C:5]3[C:9](=[N:10][C:2]([C:37]#[N:39])=[N:3][C:4]=3[NH:26][C@@H:27]([CH:32]3[CH2:35][CH2:34][CH2:33]3)[CH2:28][CH2:29][CH2:30][OH:31])[N:8]=[C:7]2[C:11]2[CH:12]=[CH:13][CH:17]=[C:15]([CH3:14])[CH:16]=2)=[CH:24][CH:23]=1, predict the reactants needed to synthesize it. The reactants are: Cl[C:2]1[N:10]=[C:9]2[C:5]([N:6]([CH2:18][C:19]3[CH:24]=[CH:23][C:22]([Cl:25])=[CH:21][CH:20]=3)[C:7]([C:11]3[CH:16]=[CH:15][CH:14]=[C:13]([CH3:17])[CH:12]=3)=[N:8]2)=[C:4]([NH:26][C@@H:27]([CH:32]2[CH2:35][CH2:34][CH2:33]2)[CH2:28][CH2:29][CH2:30][OH:31])[N:3]=1.C[C:37]([N:39](C)C)=O.